Task: Predict the reaction yield, written as a fraction of the theoretical maximum amount of product (1.0 means a 100% yield; for example, 0.34 means a 34% yield).. Dataset: Reaction yield outcomes from USPTO patents with 853,638 reactions The reactants are [F:1][C:2]1[CH:7]=[C:6]([N+:8]([O-])=O)[C:5]([F:11])=[CH:4][C:3]=1[CH2:12][C:13]([O:15]CC)=[O:14].Cl[Sn]Cl.[CH3:21][CH2:22]O. No catalyst specified. The product is [CH2:21]([CH:12]([C:3]1[CH:4]=[C:5]([F:11])[C:6]([NH2:8])=[CH:7][C:2]=1[F:1])[C:13]([OH:15])=[O:14])[CH3:22]. The yield is 0.520.